Dataset: Forward reaction prediction with 1.9M reactions from USPTO patents (1976-2016). Task: Predict the product of the given reaction. (1) Given the reactants [CH:1]1([CH2:4][O:5][C:6]2[C:11]([O:12][CH3:13])=[CH:10][CH:9]=[CH:8][C:7]=2/[CH:14]=[CH:15]/[C:16]2[O:17][C:18]3[C:23]([C:24](=[O:27])[C:25]=2[I:26])=[CH:22][CH:21]=[CH:20][CH:19]=3)[CH2:3][CH2:2]1.[Cl:28]C1C=CC(O)=C(C(=O)C)C=1.C1(COC2C(OC)=CC=CC=2C=O)CC1, predict the reaction product. The product is: [Cl:28][C:21]1[CH:22]=[C:23]2[C:18](=[CH:19][CH:20]=1)[O:17][C:16](/[CH:15]=[CH:14]/[C:7]1[CH:8]=[CH:9][CH:10]=[C:11]([O:12][CH3:13])[C:6]=1[O:5][CH2:4][CH:1]1[CH2:3][CH2:2]1)=[C:25]([I:26])[C:24]2=[O:27]. (2) Given the reactants [CH3:1]C1C=C(C)N=C(O[CH2:10][C:11]([OH:13])=O)N=1.[CH3:14]N[CH:14]1CCN(C[C:23]2[CH:28]=[CH:27][C:27](C(F)(F)F)=[CH:28][CH:23]=2)CC1.[CH3:33][C:34]1[CH:39]=[C:38]([CH3:40])[N:37]=[C:36]([O:41][CH2:42][C:43]([N:45]([CH3:63])[CH:46]2[CH2:51][CH2:50][N:49]([CH2:52][C:53]3[CH:58]=[CH:57][C:56]([C:59]([F:62])([F:61])[F:60])=[CH:55][CH:54]=3)[CH2:48][CH2:47]2)=[O:44])[N:35]=1.C(O)(=O)/C=[CH:66]\[C:67]([OH:69])=O, predict the reaction product. The product is: [CH3:33][C:34]1[CH:39]=[C:38]([CH3:40])[N:37]=[C:36]([O:41][CH2:42][C:43]([N:45]([CH3:63])[CH:46]2[CH2:51][CH2:50][N:49]([CH2:52][C:53]3[CH:54]=[CH:55][C:56]([C:59]([F:62])([F:61])[F:60])=[CH:57][CH:58]=3)[CH2:48][CH2:47]2)=[O:44])[N:35]=1.[CH3:10][CH:11]([OH:13])[CH3:14].[CH:67]([O:69][CH:28]([CH3:27])[CH3:23])([CH3:66])[CH3:1]. (3) Given the reactants B.CSC.[O:5]1[CH2:10][CH2:9][CH2:8][CH2:7][CH:6]1[O:11][C:12]1[CH:30]=[CH:29][C:15]([O:16][CH:17]([C:21]2[CH:28]=[CH:27][C:24]([C:25]#[N:26])=[CH:23][CH:22]=2)[CH2:18][CH:19]=[CH2:20])=[CH:14][CH:13]=1.O.CC[O:34]CC, predict the reaction product. The product is: [OH:34][CH2:20][CH2:19][CH2:18][CH:17]([C:21]1[CH:22]=[CH:23][C:24]([C:25]#[N:26])=[CH:27][CH:28]=1)[O:16][C:15]1[CH:29]=[CH:30][C:12]([O:11][CH:6]2[CH2:7][CH2:8][CH2:9][CH2:10][O:5]2)=[CH:13][CH:14]=1. (4) Given the reactants [C:1]([O:5][C:6]([N:8]1[CH2:12][C@@H:11]([CH2:13][OH:14])[C@H:10]([CH2:15][N:16]([C:20](=[O:35])[C:21]2[CH:26]=[CH:25][C:24]([CH2:27][CH3:28])=[C:23]([O:29][CH2:30][CH2:31][CH2:32][O:33][CH3:34])[CH:22]=2)[CH:17]([CH3:19])[CH3:18])[CH2:9]1)=[O:7])([CH3:4])([CH3:3])[CH3:2].[CH3:36][S:37](Cl)(=[O:39])=[O:38].CCN(CC)CC, predict the reaction product. The product is: [C:1]([O:5][C:6]([N:8]1[CH2:12][C@@H:11]([CH2:13][O:14][S:37]([CH3:36])(=[O:39])=[O:38])[C@H:10]([CH2:15][N:16]([C:20](=[O:35])[C:21]2[CH:26]=[CH:25][C:24]([CH2:27][CH3:28])=[C:23]([O:29][CH2:30][CH2:31][CH2:32][O:33][CH3:34])[CH:22]=2)[CH:17]([CH3:18])[CH3:19])[CH2:9]1)=[O:7])([CH3:2])([CH3:3])[CH3:4]. (5) Given the reactants [CH2:1]([O:3][C:4]1[CH:9]=[CH:8][C:7]([CH2:10][C:11]([OH:13])=O)=[CH:6][CH:5]=1)[CH3:2].S(Cl)([Cl:16])=O, predict the reaction product. The product is: [CH2:1]([O:3][C:4]1[CH:9]=[CH:8][C:7]([CH2:10][C:11]([Cl:16])=[O:13])=[CH:6][CH:5]=1)[CH3:2]. (6) Given the reactants [Si]([O:8][CH2:9][C:10]1[S:14][C:13]([C:15](=[N:17][OH:18])[NH2:16])=[C:12]([CH2:19][CH3:20])[CH:11]=1)(C(C)(C)C)(C)C.[F:21][C:22]1[C:37]([F:38])=[CH:36][CH:35]=[CH:34][C:23]=1[O:24][C:25]1[CH:33]=[CH:32][C:28]([C:29](O)=O)=[CH:27][CH:26]=1.C1(N=C=NC2CCCCC2)CCCCC1.[F-].C([N+](CCCC)(CCCC)CCCC)CCC.O1CCCC1, predict the reaction product. The product is: [F:21][C:22]1[C:37]([F:38])=[CH:36][CH:35]=[CH:34][C:23]=1[O:24][C:25]1[CH:26]=[CH:27][C:28]([C:29]2[O:18][N:17]=[C:15]([C:13]3[S:14][C:10]([CH2:9][OH:8])=[CH:11][C:12]=3[CH2:19][CH3:20])[N:16]=2)=[CH:32][CH:33]=1. (7) Given the reactants [CH3:1][C:2]1([CH3:25])[CH2:11][CH2:10][C:9]([CH3:13])([CH3:12])[C:8]2[CH:7]=[C:6]([C:14]3[CH:18]=[C:17]([CH:19]4[CH2:24][CH2:23][NH:22][CH2:21][CH2:20]4)[O:16][N:15]=3)[CH:5]=[CH:4][C:3]1=2.[OH:26][CH2:27][CH2:28][CH2:29][CH2:30][CH:31]=O, predict the reaction product. The product is: [CH3:1][C:2]1([CH3:25])[CH2:11][CH2:10][C:9]([CH3:12])([CH3:13])[C:8]2[CH:7]=[C:6]([C:14]3[CH:18]=[C:17]([CH:19]4[CH2:24][CH2:23][N:22]([CH2:31][CH2:30][CH2:29][CH2:28][CH2:27][OH:26])[CH2:21][CH2:20]4)[O:16][N:15]=3)[CH:5]=[CH:4][C:3]1=2.